From a dataset of HIV replication inhibition screening data with 41,000+ compounds from the AIDS Antiviral Screen. Binary Classification. Given a drug SMILES string, predict its activity (active/inactive) in a high-throughput screening assay against a specified biological target. (1) The drug is COC1C=COC2(C)Oc3c(C)c(O)c4c(O)c(c(C=NN5CCCCCCCCCCCCCCC5)c(O)c4c3C2=O)NC(=O)C(C)=CC=CC(C)C(O)C(C)C(O)C(C)C(OC(C)=O)C1C. The result is 0 (inactive). (2) The molecule is O=C(C=Cc1cccc(Br)c1)c1cccs1. The result is 0 (inactive).